Dataset: Reaction yield outcomes from USPTO patents with 853,638 reactions. Task: Predict the reaction yield, written as a fraction of the theoretical maximum amount of product (1.0 means a 100% yield; for example, 0.34 means a 34% yield). (1) The catalyst is CCO. The reactants are [CH2:1]([O:3][C:4]([C:6]1[CH:7]=[N:8][N:9]([C:11]2[N:15](COCCOC)[C:14]3[CH:22]=[C:23]([Cl:34])[C:24]([S:26][CH2:27][C:28]4[CH:33]=[CH:32][CH:31]=[CH:30][CH:29]=4)=[CH:25][C:13]=3[N:12]=2)[CH:10]=1)=[O:5])[CH3:2].Cl.O1CCOCC1. The yield is 0.950. The product is [CH2:1]([O:3][C:4]([C:6]1[CH:7]=[N:8][N:9]([C:11]2[NH:15][C:14]3[CH:22]=[C:23]([Cl:34])[C:24]([S:26][CH2:27][C:28]4[CH:33]=[CH:32][CH:31]=[CH:30][CH:29]=4)=[CH:25][C:13]=3[N:12]=2)[CH:10]=1)=[O:5])[CH3:2]. (2) The reactants are [CH3:1][C:2]([CH3:17])([CH3:16])[C:3]#[C:4][C:5]1[CH:11]=[C:10]([N+:12]([O-:14])=[O:13])[C:9]([F:15])=[CH:8][C:6]=1[NH2:7].CCN(CC)CC.[C:25](Cl)(=[O:29])[CH2:26][CH2:27][CH3:28].O. The catalyst is ClCCl. The product is [CH3:1][C:2]([CH3:17])([CH3:16])[C:3]#[C:4][C:5]1[CH:11]=[C:10]([N+:12]([O-:14])=[O:13])[C:9]([F:15])=[CH:8][C:6]=1[NH:7][C:25](=[O:29])[CH2:26][CH2:27][CH3:28]. The yield is 0.670. (3) The reactants are [CH3:1][C:2]1[C:6]2[CH:7]=[CH:8][C:9]([C:11]([O:13]C)=[O:12])=[CH:10][C:5]=2[O:4][CH:3]=1.[OH-].[Na+]. The catalyst is CO. The product is [CH3:1][C:2]1[C:6]2[CH:7]=[CH:8][C:9]([C:11]([OH:13])=[O:12])=[CH:10][C:5]=2[O:4][CH:3]=1. The yield is 0.820. (4) The reactants are [N+:1]1([O-:14])[CH:2]=[CH:3][CH:4]=[C:5]2[C:13]3[C:8](=[CH:9][CH:10]=[CH:11][CH:12]=3)[NH:7][C:6]=12.OO.[CH3:17]C(O)=O. No catalyst specified. The product is [CH3:17][C:10]1[CH:9]=[C:8]2[C:13]([C:5]3[C:6](=[N+:1]([O-:14])[CH:2]=[CH:3][CH:4]=3)[NH:7]2)=[CH:12][CH:11]=1. The yield is 0.400.